This data is from Forward reaction prediction with 1.9M reactions from USPTO patents (1976-2016). The task is: Predict the product of the given reaction. (1) Given the reactants C[O:2][C:3]([C@H:5]1[CH2:10][CH2:9][C@H:8]([O:11][C:12]2[C:21]3[C:16](=[CH:17][CH:18]=[CH:19][CH:20]=3)[CH:15]=[CH:14][CH:13]=2)[CH2:7][CH2:6]1)=O.O.[NH2:23][NH2:24], predict the reaction product. The product is: [C:12]1([O:11][C@H:8]2[CH2:9][CH2:10][C@H:5]([C:3]([NH:23][NH2:24])=[O:2])[CH2:6][CH2:7]2)[C:21]2[C:16](=[CH:17][CH:18]=[CH:19][CH:20]=2)[CH:15]=[CH:14][CH:13]=1. (2) Given the reactants Cl[C:2]1[C:7]([F:8])=[C:6]([CH:9]([CH3:26])[C:10]([C:18]2[CH:23]=[CH:22][C:21]([F:24])=[CH:20][C:19]=2[F:25])([OH:17])[CH2:11][N:12]2[CH:16]=[N:15][CH:14]=[N:13]2)[N:5]=[CH:4][N:3]=1.C(OCC)(=O)C.C([O-])(=O)C.[Na+].[H][H], predict the reaction product. The product is: [F:25][C:19]1[CH:20]=[C:21]([F:24])[CH:22]=[CH:23][C:18]=1[C:10]([OH:17])([CH:9]([C:6]1[C:7]([F:8])=[CH:2][N:3]=[CH:4][N:5]=1)[CH3:26])[CH2:11][N:12]1[CH:16]=[N:15][CH:14]=[N:13]1. (3) Given the reactants [Cl:1][C:2]1[CH:7]=[C:6]([Cl:8])[CH:5]=[CH:4][C:3]=1/[CH:9]=[CH:10]/[C:11]([C:13]1[CH:18]=[CH:17][C:16]([O:19][CH2:20][C:21]([C:29]2[CH:34]=[CH:33][C:32]([F:35])=[CH:31][C:30]=2[F:36])([OH:28])[CH2:22][N:23]2[CH:27]=[N:26][CH:25]=[N:24]2)=[CH:15][CH:14]=1)=O.O.[NH2:38][NH2:39], predict the reaction product. The product is: [Cl:1][C:2]1[CH:7]=[C:6]([Cl:8])[CH:5]=[CH:4][C:3]=1[CH:9]1[NH:39][N:38]=[C:11]([C:13]2[CH:18]=[CH:17][C:16]([O:19][CH2:20][C:21]([C:29]3[CH:34]=[CH:33][C:32]([F:35])=[CH:31][C:30]=3[F:36])([OH:28])[CH2:22][N:23]3[CH:27]=[N:26][CH:25]=[N:24]3)=[CH:15][CH:14]=2)[CH2:10]1. (4) Given the reactants [CH:1]1([N:4]([CH3:24])[C:5]2[C:6]3[C:19]4[CH2:20][CH2:21][CH2:22][CH2:23][C:18]=4[S:17][C:7]=3[N:8]=[C:9]([CH2:11][C:12]([O:14]CC)=[O:13])[N:10]=2)[CH2:3][CH2:2]1.O.[OH-].[Li+].Cl, predict the reaction product. The product is: [CH:1]1([N:4]([CH3:24])[C:5]2[C:6]3[C:19]4[CH2:20][CH2:21][CH2:22][CH2:23][C:18]=4[S:17][C:7]=3[N:8]=[C:9]([CH2:11][C:12]([OH:14])=[O:13])[N:10]=2)[CH2:3][CH2:2]1. (5) The product is: [F:14][C:15]1[CH:16]=[C:17]([CH:18]=[CH:19][C:20]=1[O:21][C:22]1[CH:27]=[C:26]([C:28]([F:29])([F:30])[F:31])[CH:25]=[C:24]([F:32])[CH:23]=1)[CH2:33][O:34][C:2]1[CH:3]=[C:4]2[N:11]([CH3:12])[CH:10]([CH3:13])[CH2:9][N:5]2[C:6](=[O:8])[N:7]=1. Given the reactants Cl[C:2]1[CH:3]=[C:4]2[N:11]([CH3:12])[CH:10]([CH3:13])[CH2:9][N:5]2[C:6](=[O:8])[N:7]=1.[F:14][C:15]1[CH:16]=[C:17]([CH2:33][OH:34])[CH:18]=[CH:19][C:20]=1[O:21][C:22]1[CH:27]=[C:26]([C:28]([F:31])([F:30])[F:29])[CH:25]=[C:24]([F:32])[CH:23]=1, predict the reaction product. (6) Given the reactants CON(C)[C:4](=[O:16])[CH2:5][CH2:6][C:7]1[C:12]([Cl:13])=[CH:11][C:10]([Cl:14])=[CH:9][C:8]=1[Cl:15].[CH3:18][Mg]I, predict the reaction product. The product is: [Cl:15][C:8]1[CH:9]=[C:10]([Cl:14])[CH:11]=[C:12]([Cl:13])[C:7]=1[CH2:6][CH2:5][C:4](=[O:16])[CH3:18]. (7) Given the reactants CON(C)[C:4]([C:6]1[N:7]=[C:8]2[N:13]([C:14](=[O:18])[C:15]=1[O:16][CH3:17])[CH2:12][CH2:11][O:10][C:9]2([CH3:20])[CH3:19])=[O:5].[CH3:22][Mg+].[Br-], predict the reaction product. The product is: [C:4]([C:6]1[N:7]=[C:8]2[N:13]([C:14](=[O:18])[C:15]=1[O:16][CH3:17])[CH2:12][CH2:11][O:10][C:9]2([CH3:19])[CH3:20])(=[O:5])[CH3:22]. (8) Given the reactants [CH3:1][C:2]1[CH:3]=[C:4]([NH2:10])[C:5]([NH2:9])=[CH:6][C:7]=1[CH3:8].[C:11](OCC)(=[O:17])[C:12](OCC)=[O:13], predict the reaction product. The product is: [CH3:8][C:7]1[CH:6]=[C:5]2[C:4](=[CH:3][C:2]=1[CH3:1])[NH:10][C:12](=[O:13])[C:11](=[O:17])[NH:9]2.